This data is from Full USPTO retrosynthesis dataset with 1.9M reactions from patents (1976-2016). The task is: Predict the reactants needed to synthesize the given product. (1) Given the product [Cl:1][C:2]1[CH:16]=[CH:15][C:5]2[C:6]3[S:11][C:10]([C:12]#[N:13])=[C:9]([O:14][CH2:24][C:25]([O:27][CH3:28])=[O:26])[C:7]=3[S:8][C:4]=2[CH:3]=1, predict the reactants needed to synthesize it. The reactants are: [Cl:1][C:2]1[CH:16]=[CH:15][C:5]2[C:6]3[S:11][C:10]([C:12]#[N:13])=[C:9]([OH:14])[C:7]=3[S:8][C:4]=2[CH:3]=1.C(=O)([O-])[O-].[K+].[K+].Br[CH2:24][C:25]([O:27][CH3:28])=[O:26]. (2) Given the product [F:1][C:2]1[CH:37]=[C:6]2[CH:7]=[CH:8][C:9]3=[N:10][NH:11][C:12]4[C:13](=[CH:14][N:15]([CH3:36])[CH2:16][C:17]=4[C:18]4[CH2:19][CH2:20][N:21]([CH:24]5[CH2:25][CH2:26][C:27](=[C:30]([CH3:35])[C:31]([OH:33])=[O:32])[CH2:28][CH2:29]5)[CH2:22][CH:23]=4)[C:4](=[C:5]23)[CH:3]=1, predict the reactants needed to synthesize it. The reactants are: [F:1][C:2]1[CH:37]=[C:6]2[CH:7]=[CH:8][C:9]3=[N:10][NH:11][C:12]4[C:13](=[CH:14][N:15]([CH3:36])[CH2:16][C:17]=4[C:18]4[CH2:19][CH2:20][N:21]([CH:24]5[CH2:29][CH2:28][C:27](=[C:30]([CH3:35])[C:31]([O:33]C)=[O:32])[CH2:26][CH2:25]5)[CH2:22][CH:23]=4)[C:4](=[C:5]23)[CH:3]=1.[Li+].[OH-].Cl.